From a dataset of Forward reaction prediction with 1.9M reactions from USPTO patents (1976-2016). Predict the product of the given reaction. (1) The product is: [NH:1]1[C:9]2[C:4](=[CH:5][C:6]([C:10]([O:12][CH3:13])=[O:11])=[CH:7][CH:8]=2)[CH:3]=[CH:2]1. Given the reactants [NH:1]1[C:9]2[C:4](=[CH:5][C:6]([C:10]([OH:12])=[O:11])=[CH:7][CH:8]=2)[CH:3]=[CH:2]1.[CH2:13](N(CC)CC)C.CO, predict the reaction product. (2) Given the reactants [CH2:1]([C:3]1[CH:8]=[C:7]([O:9][CH2:10][CH2:11][CH:12]([C:17]2[S:18][C:19]3[CH:25]=[CH:24][C:23]([C:26]([F:29])([F:28])[F:27])=[CH:22][C:20]=3[CH:21]=2)[CH2:13][CH2:14][CH2:15][CH3:16])[CH:6]=[CH:5][C:4]=1[O:30][CH2:31][C:32]([O:34]CC)=[O:33])[CH3:2].[OH-].[Na+], predict the reaction product. The product is: [CH2:1]([C:3]1[CH:8]=[C:7]([O:9][CH2:10][CH2:11][CH:12]([C:17]2[S:18][C:19]3[CH:25]=[CH:24][C:23]([C:26]([F:27])([F:29])[F:28])=[CH:22][C:20]=3[CH:21]=2)[CH2:13][CH2:14][CH2:15][CH3:16])[CH:6]=[CH:5][C:4]=1[O:30][CH2:31][C:32]([OH:34])=[O:33])[CH3:2]. (3) Given the reactants C[O:2][P:3]([CH2:7][NH:8][S:9]([C:12]1[CH:17]=[CH:16][C:15]([F:18])=[CH:14][CH:13]=1)(=[O:11])=[O:10])(=[O:6])[O:4]C.Br[Si](C)(C)C, predict the reaction product. The product is: [F:18][C:15]1[CH:14]=[CH:13][C:12]([S:9]([NH:8][CH2:7][P:3](=[O:2])([OH:6])[OH:4])(=[O:11])=[O:10])=[CH:17][CH:16]=1. (4) Given the reactants Cl.[CH:2]([N:5]1[CH:9]=[C:8]([C:10]2[N:15]=[C:14]([C:16]3[CH:17]=[N:18][N:19]([C:21]4([CH2:25][C:26]#[N:27])[CH2:24][NH:23][CH2:22]4)[CH:20]=3)[N:13]3[CH:28]=[CH:29][N:30]=[C:12]3[CH:11]=2)[CH:7]=[N:6]1)([CH3:4])[CH3:3].C(#N)C.C(=O)([O-])[O-].[K+].[K+].FC(F)(F)S(O[CH2:46][C:47]([F:50])([F:49])[F:48])(=O)=O, predict the reaction product. The product is: [CH:2]([N:5]1[CH:9]=[C:8]([C:10]2[N:15]=[C:14]([C:16]3[CH:17]=[N:18][N:19]([C:21]4([CH2:25][C:26]#[N:27])[CH2:22][N:23]([CH2:46][C:47]([F:50])([F:49])[F:48])[CH2:24]4)[CH:20]=3)[N:13]3[CH:28]=[CH:29][N:30]=[C:12]3[CH:11]=2)[CH:7]=[N:6]1)([CH3:4])[CH3:3]. (5) Given the reactants [NH2:1][C:2]1[S:3][C:4]2[CH:10]=[CH:9][C:8]([C:11](O)([CH2:14][CH3:15])[CH2:12][CH3:13])=[CH:7][C:5]=2[N:6]=1.[NH:17]1[C:25]2[C:20](=[CH:21][CH:22]=[CH:23][C:24]=2[NH:26][S:27]([CH3:30])(=[O:29])=[O:28])[CH:19]=[CH:18]1.C(O)(C(F)(F)F)=O, predict the reaction product. The product is: [NH2:1][C:2]1[S:3][C:4]2[CH:10]=[CH:9][C:8]([C:11]([C:19]3[C:20]4[C:25](=[C:24]([NH:26][S:27]([CH3:30])(=[O:28])=[O:29])[CH:23]=[CH:22][CH:21]=4)[NH:17][CH:18]=3)([CH2:14][CH3:15])[CH2:12][CH3:13])=[CH:7][C:5]=2[N:6]=1. (6) Given the reactants [C:1]1([N:7]2[C:15]3[C:10](=[C:11]([O:20][CH3:21])[C:12]([O:18][CH3:19])=[C:13]([O:16][CH3:17])[CH:14]=3)[CH:9]=[C:8]2[C:22]([OH:24])=O)[CH:6]=[CH:5][CH:4]=[CH:3][CH:2]=1.[NH:25]1[CH2:31][CH2:30][CH2:29][NH:28][CH2:27][CH2:26]1, predict the reaction product. The product is: [C:1]1([N:7]2[C:15]3[C:10](=[C:11]([O:20][CH3:21])[C:12]([O:18][CH3:19])=[C:13]([O:16][CH3:17])[CH:14]=3)[CH:9]=[C:8]2[C:22]([N:25]2[CH2:31][CH2:30][CH2:29][N:28]([C:22]([C:8]3[N:7]([C:1]4[CH:6]=[CH:5][CH:4]=[CH:3][CH:2]=4)[C:15]4[C:10]([CH:9]=3)=[C:11]([O:20][CH3:21])[C:12]([O:18][CH3:19])=[C:13]([O:16][CH3:17])[CH:14]=4)=[O:24])[CH2:27][CH2:26]2)=[O:24])[CH:6]=[CH:5][CH:4]=[CH:3][CH:2]=1.